From a dataset of Catalyst prediction with 721,799 reactions and 888 catalyst types from USPTO. Predict which catalyst facilitates the given reaction. (1) Reactant: [N+:1]([C:4]1[CH:5]=[CH:6][C:7]([CH2:10][CH2:11][OH:12])=[N:8][CH:9]=1)([O-:3])=[O:2].N1C=CN=C1.[CH3:18][C:19]([Si:22](Cl)([CH3:24])[CH3:23])([CH3:21])[CH3:20]. Product: [Si:22]([O:12][CH2:11][CH2:10][C:7]1[CH:6]=[CH:5][C:4]([N+:1]([O-:3])=[O:2])=[CH:9][N:8]=1)([C:19]([CH3:21])([CH3:20])[CH3:18])([CH3:24])[CH3:23]. The catalyst class is: 4. (2) Reactant: [CH3:1][N:2]1[C:7](=[O:8])[CH:6]=[CH:5][C:4]([C:9](=O)[CH2:10][CH:11]([C:19]2[CH:27]=[CH:26][C:22]([C:23](O)=[O:24])=[CH:21][CH:20]=2)[C:12]2[CH:17]=[CH:16][CH:15]=[CH:14][C:13]=2[CH3:18])=[CH:3]1.[NH2:29][CH2:30][C@H:31]([OH:33])[CH3:32].CN([P+]([O:44][N:45]1N=NC2C=CC=CC1=2)(N(C)C)N(C)C)C.F[P-](F)(F)(F)(F)F.Cl.NO.C([O-])(O)=O.[Na+]. Product: [OH:44]/[N:45]=[C:9](/[C:4]1[CH:5]=[CH:6][C:7](=[O:8])[N:2]([CH3:1])[CH:3]=1)\[CH2:10][CH:11]([C:19]1[CH:27]=[CH:26][C:22]([C:23]([NH:29][CH2:30][C@@H:31]([OH:33])[CH3:32])=[O:24])=[CH:21][CH:20]=1)[C:12]1[CH:17]=[CH:16][CH:15]=[CH:14][C:13]=1[CH3:18]. The catalyst class is: 7. (3) Reactant: C(OC([N:8]1[CH2:12][CH2:11][CH2:10][C@H:9]1[C:13](=[O:53])[NH:14][C@:15]1([C:20]([NH:22][S:23]([C:26]2[CH:31]=[CH:30][CH:29]=[CH:28][C:27]=2[NH:32][CH2:33][CH2:34][CH2:35][CH2:36][CH2:37][CH2:38][CH2:39][C@@H:40]([C:50]([OH:52])=[O:51])[NH:41][C:42]([O:44][CH:45]2[CH2:49][CH2:48][CH2:47][CH2:46]2)=[O:43])(=[O:25])=[O:24])=[O:21])[CH2:17][C@H:16]1[CH:18]=[CH2:19])=O)(C)(C)C.C(O)(C(F)(F)F)=O. Product: [CH:45]1([O:44][C:42]([NH:41][C@@H:40]([CH2:39][CH2:38][CH2:37][CH2:36][CH2:35][CH2:34][CH2:33][NH:32][C:27]2[CH:28]=[CH:29][CH:30]=[CH:31][C:26]=2[S:23](=[O:24])(=[O:25])[NH:22][C:20]([C@@:15]2([NH:14][C:13]([C@@H:9]3[CH2:10][CH2:11][CH2:12][NH:8]3)=[O:53])[CH2:17][C@H:16]2[CH:18]=[CH2:19])=[O:21])[C:50]([OH:52])=[O:51])=[O:43])[CH2:49][CH2:48][CH2:47][CH2:46]1. The catalyst class is: 2. (4) Reactant: [CH3:1][O:2][C:3](=[O:15])[C:4]1[CH:9]=[C:8]([N+:10]([O-])=O)[CH:7]=[C:6]([O:13][CH3:14])[CH:5]=1. Product: [CH3:1][O:2][C:3](=[O:15])[C:4]1[CH:5]=[C:6]([O:13][CH3:14])[CH:7]=[C:8]([NH2:10])[CH:9]=1. The catalyst class is: 19. (5) Reactant: Br[C:2]1[CH:3]=[CH:4][C:5]([C:8]([NH:10][CH2:11][C:12]2[CH:13]=[CH:14][C:15]([C:18]3[CH:23]=[CH:22][N:21]=[C:20]([F:24])[CH:19]=3)=[N:16][CH:17]=2)=[O:9])=[N:6][CH:7]=1.[OH:25][C:26]1[CH:31]=[CH:30][CH:29]=[CH:28][N:27]=1.CN[C@@H]1CCCC[C@H]1NC.C([O-])([O-])=O.[K+].[K+]. Product: [F:24][C:20]1[CH:19]=[C:18]([C:15]2[CH:14]=[CH:13][C:12]([CH2:11][NH:10][C:8]([C:5]3[N:6]=[CH:7][C:2]([N:27]4[CH:28]=[CH:29][CH:30]=[CH:31][C:26]4=[O:25])=[CH:3][CH:4]=3)=[O:9])=[CH:17][N:16]=2)[CH:23]=[CH:22][N:21]=1. The catalyst class is: 432. (6) Reactant: [CH3:1][N:2](C)C(Cl)=O.[Br:7][C:8]1[C:9]([Cl:15])=[N+:10]([O-])[CH:11]=[CH:12][CH:13]=1.C[Si](C#N)(C)C. Product: [Br:7][C:8]1[CH:13]=[CH:12][C:11]([C:1]#[N:2])=[N:10][C:9]=1[Cl:15]. The catalyst class is: 4.